Dataset: Forward reaction prediction with 1.9M reactions from USPTO patents (1976-2016). Task: Predict the product of the given reaction. (1) Given the reactants [F:1][C:2]1[CH:11]=[CH:10][C:9]([F:12])=[CH:8][C:3]=1[C:4]([NH:6][NH2:7])=[O:5].[Si:13]([O:20][CH2:21][CH2:22][CH2:23][C:24]([C:26]1[CH:31]=[CH:30][CH:29]=[CH:28][CH:27]=1)=O)([C:16]([CH3:19])([CH3:18])[CH3:17])([CH3:15])[CH3:14], predict the reaction product. The product is: [Si:13]([O:20][CH2:21][CH2:22][CH2:23]/[C:24](=[N:7]\[NH:6][C:4](=[O:5])[C:3]1[CH:8]=[C:9]([F:12])[CH:10]=[CH:11][C:2]=1[F:1])/[C:26]1[CH:27]=[CH:28][CH:29]=[CH:30][CH:31]=1)([C:16]([CH3:19])([CH3:18])[CH3:17])([CH3:15])[CH3:14]. (2) Given the reactants [Cl:1][C:2]1[CH:3]=[C:4]([CH2:14][N:15]2[C:19]([CH3:20])=[CH:18][C:17]([C:21]([NH:23][CH:24]3[CH2:29][CH2:28][N:27](C(OC(C)(C)C)=O)[CH2:26][CH2:25]3)=[O:22])=[N:16]2)[C:5]2[O:9][C:8]([CH:10]([CH3:12])[CH3:11])=[CH:7][C:6]=2[CH:13]=1, predict the reaction product. The product is: [ClH:1].[Cl:1][C:2]1[CH:3]=[C:4]([CH2:14][N:15]2[C:19]([CH3:20])=[CH:18][C:17]([C:21]([NH:23][CH:24]3[CH2:25][CH2:26][NH:27][CH2:28][CH2:29]3)=[O:22])=[N:16]2)[C:5]2[O:9][C:8]([CH:10]([CH3:11])[CH3:12])=[CH:7][C:6]=2[CH:13]=1. (3) Given the reactants [Cl-].[C:2]1([S+:8]([C:15]2[CH:20]=[CH:19][CH:18]=[CH:17][CH:16]=2)[C:9]2[CH:14]=[CH:13][CH:12]=[CH:11][CH:10]=2)[CH:7]=[CH:6][CH:5]=[CH:4][CH:3]=1.[F:21][C:22]([F:39])([S:35]([O-:38])(=[O:37])=[O:36])[CH2:23][O:24][S:25]([C:28]1[CH:34]=[CH:33][C:31]([CH3:32])=[CH:30][CH:29]=1)(=[O:27])=[O:26].[Na+], predict the reaction product. The product is: [F:39][C:22]([F:21])([S:35]([O-:38])(=[O:37])=[O:36])[CH2:23][O:24][S:25]([C:28]1[CH:29]=[CH:30][C:31]([CH3:32])=[CH:33][CH:34]=1)(=[O:27])=[O:26].[C:15]1([S+:8]([C:2]2[CH:3]=[CH:4][CH:5]=[CH:6][CH:7]=2)[C:9]2[CH:14]=[CH:13][CH:12]=[CH:11][CH:10]=2)[CH:16]=[CH:17][CH:18]=[CH:19][CH:20]=1. (4) Given the reactants [NH2:1][C:2]1[N:7]=[CH:6][N:5]=[C:4]([Cl:8])[CH:3]=1.Cl[CH2:10][C:11]([NH:13][C:14]([O:16][CH2:17][CH3:18])=[O:15])=O, predict the reaction product. The product is: [CH2:17]([O:16][C:14](=[O:15])[NH:13][C:11]1[N:1]=[C:2]2[CH:3]=[C:4]([Cl:8])[N:5]=[CH:6][N:7]2[CH:10]=1)[CH3:18]. (5) Given the reactants [OH:1][C:2]1[C:12](=[O:13])[N:6]2[CH2:7][CH2:8][O:9][CH2:10][CH2:11][C:5]2=[N:4][C:3]=1[C:14]([O:16][CH3:17])=[O:15].[N:18]1C=CC=C[CH:19]=1.[C:24](O[C:24](=O)[C:25]1[CH:30]=[CH:29][CH:28]=[CH:27][CH:26]=1)(=O)[C:25]1[CH:30]=[CH:29][CH:28]=[CH:27][CH:26]=1.C(OOC(=O)C1C=CC=CC=1)(=O)C1C=CC=CC=1.BrN1C(=O)CCC1=O, predict the reaction product. The product is: [CH2:24]([N:18]([CH3:19])[CH:11]1[CH2:10][O:9][CH2:8][CH2:7][N:6]2[C:12](=[O:13])[C:2]([OH:1])=[C:3]([C:14]([O:16][CH3:17])=[O:15])[N:4]=[C:5]12)[C:25]1[CH:30]=[CH:29][CH:28]=[CH:27][CH:26]=1. (6) Given the reactants [OH:1][C:2]1[CH:3]=[C:4]([CH:10]=[CH:11][C:12]=1[OH:13])[C:5]([O:7][CH2:8][CH3:9])=[O:6].Br[CH2:15][CH2:16]Br.C([O-])([O-])=O.[K+].[K+], predict the reaction product. The product is: [O:13]1[CH2:16][CH2:15][O:1][C:2]2[CH:3]=[C:4]([C:5]([O:7][CH2:8][CH3:9])=[O:6])[CH:10]=[CH:11][C:12]1=2.